This data is from Reaction yield outcomes from USPTO patents with 853,638 reactions. The task is: Predict the reaction yield, written as a fraction of the theoretical maximum amount of product (1.0 means a 100% yield; for example, 0.34 means a 34% yield). (1) The reactants are Cl[C:2]1[C:3](=[O:24])[C:4](=[O:23])[C:5]=1[NH:6][C:7]1[CH:12]=[CH:11][CH:10]=[C:9]([C:13]([N:15]2[CH2:20][CH2:19][N:18]([CH3:21])[CH2:17][CH2:16]2)=[O:14])[C:8]=1[OH:22].[NH2:25][C:26]1[CH:31]=[CH:30][CH:29]=[CH:28][CH:27]=1. The catalyst is CS(C)=O. The product is [OH:22][C:8]1[C:9]([C:13]([N:15]2[CH2:20][CH2:19][N:18]([CH3:21])[CH2:17][CH2:16]2)=[O:14])=[CH:10][CH:11]=[CH:12][C:7]=1[NH:6][C:5]1[C:4](=[O:23])[C:3](=[O:24])[C:2]=1[NH:25][C:26]1[CH:31]=[CH:30][CH:29]=[CH:28][CH:27]=1. The yield is 0.350. (2) The reactants are [CH3:1][S:2][CH2:3][C:4]1([C:7]([O:9]CC)=[O:8])[CH2:6][CH2:5]1. The catalyst is C(O)C.[OH-].[Na+]. The product is [CH3:1][S:2][CH2:3][C:4]1([C:7]([OH:9])=[O:8])[CH2:6][CH2:5]1. The yield is 0.460. (3) The reactants are [CH2:1]([C:3]1[CH:4]=[C:5]([OH:24])[CH:6]=[CH:7][C:8]=1[O:9][CH2:10][CH2:11][C:12]1[N:13]=[C:14]([C:18]2[CH:23]=[CH:22][CH:21]=[CH:20][CH:19]=2)[O:15][C:16]=1[CH3:17])[CH3:2].Br[CH2:26][C:27]([O:29][CH2:30][CH3:31])=[O:28].C(=O)([O-])[O-].[Cs+].[Cs+]. The catalyst is CN(C=O)C. The product is [CH2:30]([O:29][C:27](=[O:28])[CH2:26][O:24][C:5]1[CH:6]=[CH:7][C:8]([O:9][CH2:10][CH2:11][C:12]2[N:13]=[C:14]([C:18]3[CH:19]=[CH:20][CH:21]=[CH:22][CH:23]=3)[O:15][C:16]=2[CH3:17])=[C:3]([CH2:1][CH3:2])[CH:4]=1)[CH3:31]. The yield is 0.680. (4) The reactants are C[O:2][C:3]([C:5]1[CH:10]=[CH:9][C:8]([C:11]2[CH:16]=[CH:15][C:14]([Cl:17])=[CH:13][CH:12]=2)=[CH:7][C:6]=1[O:18][CH3:19])=[O:4].O.[Li+].[OH-]. The catalyst is C1COCC1. The product is [Cl:17][C:14]1[CH:13]=[CH:12][C:11]([C:8]2[CH:9]=[CH:10][C:5]([C:3]([OH:4])=[O:2])=[C:6]([O:18][CH3:19])[CH:7]=2)=[CH:16][CH:15]=1. The yield is 0.910. (5) The reactants are [NH2:1][C@@H:2]([CH3:18])[CH2:3][N:4]1[CH:8]=[CH:7][C:6]([C:9]2[CH:16]=[CH:15][C:12]([C:13]#[N:14])=[C:11]([Cl:17])[CH:10]=2)=[N:5]1.[Br:19][C:20]1[O:21][CH:22]=[C:23]([C:25](O)=[O:26])[N:24]=1. No catalyst specified. The product is [Br:19][C:20]1[O:21][CH:22]=[C:23]([C:25]([NH:1][C@@H:2]([CH3:18])[CH2:3][N:4]2[CH:8]=[CH:7][C:6]([C:9]3[CH:16]=[CH:15][C:12]([C:13]#[N:14])=[C:11]([Cl:17])[CH:10]=3)=[N:5]2)=[O:26])[N:24]=1. The yield is 0.124. (6) The reactants are [Br:1][C:2]1[CH:3]=[C:4]([O:11][CH:12]([CH3:14])[CH3:13])[C:5]([CH3:10])=[C:6]([CH2:8][OH:9])[CH:7]=1. The catalyst is C(Cl)(Cl)Cl.O=[Mn]=O. The product is [Br:1][C:2]1[CH:3]=[C:4]([O:11][CH:12]([CH3:14])[CH3:13])[C:5]([CH3:10])=[C:6]([CH:7]=1)[CH:8]=[O:9]. The yield is 0.730.